This data is from Forward reaction prediction with 1.9M reactions from USPTO patents (1976-2016). The task is: Predict the product of the given reaction. (1) Given the reactants Cl[C:2]1[C:3]([N:22]2[CH2:26][CH2:25][C@@H:24]([OH:27])[CH2:23]2)=[N:4][CH:5]=[C:6]([CH:21]=1)[C:7]([NH:9][C:10]1[CH:15]=[CH:14][C:13]([O:16][C:17]([F:20])([F:19])[F:18])=[CH:12][CH:11]=1)=[O:8].CC1(C)C(C)(C)OB([C:36]2[CH:37]=[C:38]([CH2:41][OH:42])[S:39][CH:40]=2)O1.C([O-])([O-])=O.[Na+].[Na+], predict the reaction product. The product is: [OH:42][CH2:41][C:38]1[S:39][CH:40]=[C:36]([C:2]2[C:3]([N:22]3[CH2:26][CH2:25][C@@H:24]([OH:27])[CH2:23]3)=[N:4][CH:5]=[C:6]([CH:21]=2)[C:7]([NH:9][C:10]2[CH:15]=[CH:14][C:13]([O:16][C:17]([F:18])([F:20])[F:19])=[CH:12][CH:11]=2)=[O:8])[CH:37]=1. (2) Given the reactants C[O:2][C:3]([C:5]1([NH:9][S:10]([C:13]2[CH:18]=[CH:17][CH:16]=[CH:15][C:14]=2[N+:19]([O-:21])=[O:20])(=[O:12])=[O:11])[CH2:8][CH2:7][CH2:6]1)=[O:4].C1COCC1.CO.O[Li].O, predict the reaction product. The product is: [N+:19]([C:14]1[CH:15]=[CH:16][CH:17]=[CH:18][C:13]=1[S:10]([NH:9][C:5]1([C:3]([OH:4])=[O:2])[CH2:6][CH2:7][CH2:8]1)(=[O:12])=[O:11])([O-:21])=[O:20]. (3) Given the reactants [NH2:1][CH2:2][CH2:3][CH2:4][CH2:5][OH:6].[C:7](=O)([O:13]C(C)(C)C)[O:8][C:9]([CH3:12])([CH3:11])[CH3:10], predict the reaction product. The product is: [C:9]([O:8][C:7]([NH:1][CH2:2][CH2:3][CH2:4][CH2:5][OH:6])=[O:13])([CH3:12])([CH3:11])[CH3:10]. (4) Given the reactants C(=O)([O-])[O-].[K+].[K+].[CH2:7](Br)[C:8]1[CH:13]=[CH:12][CH:11]=[CH:10][CH:9]=1.[CH2:15]([C:17]1[CH:22]=[CH:21][C:20]([O:23][CH2:24][CH2:25][CH3:26])=[CH:19][C:18]=1[OH:27])[CH3:16], predict the reaction product. The product is: [CH2:7]([O:27][C:18]1[CH:19]=[C:20]([O:23][CH2:24][CH2:25][CH3:26])[CH:21]=[CH:22][C:17]=1[CH2:15][CH3:16])[C:8]1[CH:13]=[CH:12][CH:11]=[CH:10][CH:9]=1. (5) The product is: [N:29]([C@@H:14]([C@@H:15]([C:22]1[CH:27]=[CH:26][C:25]([Cl:28])=[CH:24][CH:23]=1)[CH:16]1[CH2:21][CH2:20][O:19][CH2:18][CH2:17]1)[C:13]([NH:12][C:6]1[CH:7]=[CH:8][CH:9]=[C:10]([F:11])[C:5]=1[CH2:4][CH2:3][CH:2]1[CH2:33][N@@:1]1[S:45]([CH:42]1[CH2:44][CH2:43]1)(=[O:47])=[O:46])=[O:32])=[N+:30]=[N-:31]. Given the reactants [NH2:1][C@H:2]([CH2:33]O)[CH2:3][CH2:4][C:5]1[C:10]([F:11])=[CH:9][CH:8]=[CH:7][C:6]=1[NH:12][C:13](=[O:32])[C@@H:14]([N:29]=[N+:30]=[N-:31])[C@@H:15]([C:22]1[CH:27]=[CH:26][C:25]([Cl:28])=[CH:24][CH:23]=1)[CH:16]1[CH2:21][CH2:20][O:19][CH2:18][CH2:17]1.C(N(CC)CC)C.[CH:42]1([S:45](Cl)(=[O:47])=[O:46])[CH2:44][CH2:43]1.CS(Cl)(=O)=O, predict the reaction product. (6) Given the reactants [NH2:1][CH2:2][CH2:3][NH:4][C@@H:5]([C@@H:13]([CH3:16])[CH2:14][CH3:15])[C:6]([O:8][C:9]([CH3:12])([CH3:11])[CH3:10])=[O:7].[CH3:17][C:18]1[CH:25]=[CH:24][C:21]([CH:22]=O)=[CH:20][N:19]=1.[BH4-].[Na+].C1C(=O)N(OC(ON2C(=O)CCC2=O)=O)[C:30](=[O:31])C1.C(N(CC)CC)C, predict the reaction product. The product is: [CH3:16][C@@H:13]([CH2:14][CH3:15])[C@H:5]([N:4]1[CH2:3][CH2:2][N:1]([CH2:22][C:21]2[CH:20]=[N:19][C:18]([CH3:17])=[CH:25][CH:24]=2)[C:30]1=[O:31])[C:6]([O:8][C:9]([CH3:10])([CH3:11])[CH3:12])=[O:7]. (7) Given the reactants C[C:2]1(C)[O:6][C:5](=[CH:7][C:8]([N:10]([CH2:13][C:14]2[CH:19]=[CH:18][C:17]([CH3:20])=[C:16]([F:21])[CH:15]=2)[O:11][CH3:12])=[O:9])[C:4](=[O:22])[O:3]1, predict the reaction product. The product is: [CH3:2][O:3][C:4](=[O:22])[C:5]([OH:6])=[CH:7][C:8](=[O:9])[N:10]([CH2:13][C:14]1[CH:19]=[CH:18][C:17]([CH3:20])=[C:16]([F:21])[CH:15]=1)[O:11][CH3:12]. (8) The product is: [Br:1][C:2]1[CH:7]=[C:6]([B:12]2[O:16][C:15]([CH3:18])([CH3:17])[C:14]([CH3:20])([CH3:19])[O:13]2)[CH:5]=[C:4]([S:8]([CH3:11])(=[O:10])=[O:9])[CH:3]=1. Given the reactants [Br:1][C:2]1[CH:7]=[CH:6][CH:5]=[C:4]([S:8]([CH3:11])(=[O:10])=[O:9])[CH:3]=1.[B:12]1([B:12]2[O:16][C:15]([CH3:18])([CH3:17])[C:14]([CH3:20])([CH3:19])[O:13]2)[O:16][C:15]([CH3:18])([CH3:17])[C:14]([CH3:20])([CH3:19])[O:13]1.C(C1C=CN=C(C2C=C(C(C)(C)C)C=CN=2)C=1)(C)(C)C, predict the reaction product.